The task is: Regression. Given two drug SMILES strings and cell line genomic features, predict the synergy score measuring deviation from expected non-interaction effect.. This data is from NCI-60 drug combinations with 297,098 pairs across 59 cell lines. (1) Drug 1: C1=CC(=CC=C1CCC2=CNC3=C2C(=O)NC(=N3)N)C(=O)NC(CCC(=O)O)C(=O)O. Drug 2: CC1=CC2C(CCC3(C2CCC3(C(=O)C)OC(=O)C)C)C4(C1=CC(=O)CC4)C. Cell line: NCIH23. Synergy scores: CSS=2.48, Synergy_ZIP=0.0467, Synergy_Bliss=1.25, Synergy_Loewe=-4.08, Synergy_HSA=-1.33. (2) Drug 1: CCCS(=O)(=O)NC1=C(C(=C(C=C1)F)C(=O)C2=CNC3=C2C=C(C=N3)C4=CC=C(C=C4)Cl)F. Drug 2: C1CCC(CC1)NC(=O)N(CCCl)N=O. Cell line: SF-268. Synergy scores: CSS=21.8, Synergy_ZIP=5.32, Synergy_Bliss=7.82, Synergy_Loewe=-22.1, Synergy_HSA=5.17. (3) Drug 1: CC1=C(C=C(C=C1)NC2=NC=CC(=N2)N(C)C3=CC4=NN(C(=C4C=C3)C)C)S(=O)(=O)N.Cl. Cell line: SF-295. Drug 2: C1=C(C(=O)NC(=O)N1)F. Synergy scores: CSS=34.3, Synergy_ZIP=-7.41, Synergy_Bliss=-8.29, Synergy_Loewe=-8.02, Synergy_HSA=-6.58. (4) Drug 1: C1=CC=C(C(=C1)C(C2=CC=C(C=C2)Cl)C(Cl)Cl)Cl. Drug 2: C1=NC2=C(N1)C(=S)N=CN2. Cell line: HCT-15. Synergy scores: CSS=16.6, Synergy_ZIP=2.87, Synergy_Bliss=6.65, Synergy_Loewe=-14.4, Synergy_HSA=5.89. (5) Drug 1: CCC1(CC2CC(C3=C(CCN(C2)C1)C4=CC=CC=C4N3)(C5=C(C=C6C(=C5)C78CCN9C7C(C=CC9)(C(C(C8N6C)(C(=O)OC)O)OC(=O)C)CC)OC)C(=O)OC)O.OS(=O)(=O)O. Drug 2: CC(C)(C#N)C1=CC(=CC(=C1)CN2C=NC=N2)C(C)(C)C#N. Cell line: SF-295. Synergy scores: CSS=-1.10, Synergy_ZIP=2.08, Synergy_Bliss=3.76, Synergy_Loewe=-0.291, Synergy_HSA=0.0421. (6) Drug 1: CC1=C(C=C(C=C1)NC(=O)C2=CC=C(C=C2)CN3CCN(CC3)C)NC4=NC=CC(=N4)C5=CN=CC=C5. Drug 2: CCC1(C2=C(COC1=O)C(=O)N3CC4=CC5=C(C=CC(=C5CN(C)C)O)N=C4C3=C2)O.Cl. Cell line: HCC-2998. Synergy scores: CSS=21.7, Synergy_ZIP=1.44, Synergy_Bliss=6.03, Synergy_Loewe=-10.0, Synergy_HSA=4.17.